This data is from Peptide-MHC class I binding affinity with 185,985 pairs from IEDB/IMGT. The task is: Regression. Given a peptide amino acid sequence and an MHC pseudo amino acid sequence, predict their binding affinity value. This is MHC class I binding data. (1) The peptide sequence is VMPLSAPTL. The MHC is HLA-A24:02 with pseudo-sequence HLA-A24:02. The binding affinity (normalized) is 0.122. (2) The peptide sequence is RRRWQQLLAL. The MHC is HLA-B27:05 with pseudo-sequence HLA-B27:05. The binding affinity (normalized) is 0.954. (3) The peptide sequence is KSFKLLCKL. The MHC is HLA-B58:01 with pseudo-sequence HLA-B58:01. The binding affinity (normalized) is 0.603.